From a dataset of Full USPTO retrosynthesis dataset with 1.9M reactions from patents (1976-2016). Predict the reactants needed to synthesize the given product. Given the product [CH3:14][CH:13]([O:12][C:6]1[N:5]=[C:4]2[C:9]([N:10]=[C:2]([O:23][CH3:22])[N:3]2[CH:16]2[CH2:21][CH2:20][CH2:19][CH2:18][O:17]2)=[C:8]([NH2:11])[N:7]=1)[CH3:15], predict the reactants needed to synthesize it. The reactants are: Br[C:2]1[N:3]([CH:16]2[CH2:21][CH2:20][CH2:19][CH2:18][O:17]2)[C:4]2[C:9]([N:10]=1)=[C:8]([NH2:11])[N:7]=[C:6]([O:12][CH:13]([CH3:15])[CH3:14])[N:5]=2.[CH3:22][O-:23].[Na+].